Dataset: Full USPTO retrosynthesis dataset with 1.9M reactions from patents (1976-2016). Task: Predict the reactants needed to synthesize the given product. (1) Given the product [C@@H:19]([NH:18][C:8]1[CH:7]=[C:6]([CH:11]=[C:10]([S:12](=[O:17])(=[O:16])[N:13]([CH3:14])[CH3:15])[N:9]=1)[C:5]([OH:23])=[O:4])([CH2:21][CH3:22])[CH3:20], predict the reactants needed to synthesize it. The reactants are: [OH-].[Li+].C[O:4][C:5](=[O:23])[C:6]1[CH:11]=[C:10]([S:12](=[O:17])(=[O:16])[N:13]([CH3:15])[CH3:14])[N:9]=[C:8]([NH:18][C@H:19]([CH2:21][CH3:22])[CH3:20])[CH:7]=1. (2) Given the product [CH3:6][N:7]([CH3:15])[C:8]1[CH:13]=[CH:12][C:11]([CH:19]=[O:20])=[C:10]([OH:14])[CH:9]=1, predict the reactants needed to synthesize it. The reactants are: O=P(Cl)(Cl)Cl.[CH3:6][N:7]([CH3:15])[C:8]1[CH:9]=[C:10]([OH:14])[CH:11]=[CH:12][CH:13]=1.CN([CH:19]=[O:20])C. (3) The reactants are: [I-].C[S+](C)(C)=O.[H-].[Na+].[CH3:9]S(C)=O.[O:13]=[CH:14][CH2:15][O:16][CH:17]1[CH2:22][CH2:21][N:20]([C:23]([O:25][CH2:26][C:27]2[CH:32]=[CH:31][CH:30]=[CH:29][CH:28]=2)=[O:24])[CH2:19][CH2:18]1. Given the product [O:13]1[CH2:9][CH:14]1[CH2:15][O:16][CH:17]1[CH2:22][CH2:21][N:20]([C:23]([O:25][CH2:26][C:27]2[CH:28]=[CH:29][CH:30]=[CH:31][CH:32]=2)=[O:24])[CH2:19][CH2:18]1, predict the reactants needed to synthesize it. (4) The reactants are: C[Si]([N-][Si](C)(C)C)(C)C.[Li+].[F:11][C:12]1[CH:18]=[CH:17][CH:16]=[CH:15][C:13]=1[NH2:14].[Br:19][C:20]1[CH:28]=[N:27][CH:26]=[C:25](F)[C:21]=1[C:22]([OH:24])=[O:23]. Given the product [Br:19][C:20]1[CH:28]=[N:27][CH:26]=[C:25]([NH:14][C:13]2[CH:15]=[CH:16][CH:17]=[CH:18][C:12]=2[F:11])[C:21]=1[C:22]([OH:24])=[O:23], predict the reactants needed to synthesize it. (5) Given the product [CH3:13][C:10]1([NH:14][C:15](=[O:17])[CH3:16])[CH2:11][CH2:12][NH:8][CH2:9]1, predict the reactants needed to synthesize it. The reactants are: C([N:8]1[CH2:12][CH2:11][C:10]([NH:14][C:15](=[O:17])[CH3:16])([CH3:13])[CH2:9]1)C1C=CC=CC=1.OCC1(OC[C@@H](O)[C@@H](O)[C@H]1O)O.[H][H]. (6) The reactants are: Br[C:2]1[CH:10]=[C:9]([C:11]([F:14])([F:13])[F:12])[CH:8]=[C:7]2[C:3]=1[CH:4]=[N:5][NH:6]2.[CH3:15][O:16][C:17]1[N:18]=[N:19][C:20]([O:26][CH3:27])=[CH:21][C:22]=1B(O)O.[C:28]([O-:31])(O)=[O:29].[Na+]. Given the product [C:28]([OH:31])([C:11]([F:14])([F:13])[F:12])=[O:29].[CH3:15][O:16][C:17]1[N:18]=[N:19][C:20]([O:26][CH3:27])=[CH:21][C:22]=1[C:2]1[CH:10]=[C:9]([C:11]([F:14])([F:13])[F:12])[CH:8]=[C:7]2[C:3]=1[CH:4]=[N:5][NH:6]2, predict the reactants needed to synthesize it. (7) Given the product [ClH:46].[CH2:30]([C:27]1[CH:28]=[CH:29][C:24]([CH2:23][O:22][C:18]2[CH:17]=[C:16]3[C:21](=[CH:20][CH:19]=2)[N:13]([C:11](=[O:12])[CH2:10][NH:9][CH2:8][CH2:7][C:6]([OH:45])=[O:5])[CH2:14][CH2:15]3)=[CH:25][C:26]=1[C:34]([F:37])([F:35])[F:36])[CH:31]([CH3:33])[CH3:32], predict the reactants needed to synthesize it. The reactants are: C([O:5][C:6](=[O:45])[CH2:7][CH2:8][N:9](C(OC(C)(C)C)=O)[CH2:10][C:11]([N:13]1[C:21]2[C:16](=[CH:17][C:18]([O:22][CH2:23][C:24]3[CH:29]=[CH:28][C:27]([CH2:30][CH:31]([CH3:33])[CH3:32])=[C:26]([C:34]([F:37])([F:36])[F:35])[CH:25]=3)=[CH:19][CH:20]=2)[CH2:15][CH2:14]1)=[O:12])(C)(C)C.[ClH:46].O1CCOCC1.